From a dataset of Full USPTO retrosynthesis dataset with 1.9M reactions from patents (1976-2016). Predict the reactants needed to synthesize the given product. (1) Given the product [CH3:17][C:18]1[N:22]([C:2]2[N:3]=[C:4]([N:11]3[CH2:16][CH2:15][O:14][CH2:13][CH2:12]3)[C:5]3[S:10][CH:9]=[CH:8][C:6]=3[N:7]=2)[C:21]2[CH:23]=[CH:24][CH:25]=[CH:26][C:20]=2[N:19]=1, predict the reactants needed to synthesize it. The reactants are: Cl[C:2]1[N:3]=[C:4]([N:11]2[CH2:16][CH2:15][O:14][CH2:13][CH2:12]2)[C:5]2[S:10][CH:9]=[CH:8][C:6]=2[N:7]=1.[CH3:17][C:18]1[NH:19][C:20]2[CH:26]=[CH:25][CH:24]=[CH:23][C:21]=2[N:22]=1. (2) Given the product [CH3:14][O:13][C:9]1[CH:8]=[C:7]2[C:12](=[CH:11][CH:10]=1)[N:4]([CH2:3][CH2:2][N:29]1[CH2:30][CH2:31][N:26]([CH3:25])[CH2:27][CH2:28]1)[C:5]([C:17]1[C:18]([CH3:24])=[N:19][N:20]([CH3:23])[C:21]=1[CH3:22])=[C:6]2[CH:15]=[O:16], predict the reactants needed to synthesize it. The reactants are: Cl[CH2:2][CH2:3][N:4]1[C:12]2[C:7](=[CH:8][C:9]([O:13][CH3:14])=[CH:10][CH:11]=2)[C:6]([CH:15]=[O:16])=[C:5]1[C:17]1[C:18]([CH3:24])=[N:19][N:20]([CH3:23])[C:21]=1[CH3:22].[CH3:25][N:26]1[CH2:31][CH2:30][NH:29][CH2:28][CH2:27]1. (3) Given the product [Cl:1][C:2]1[CH:3]=[C:4]2[C:9](=[CH:10][CH:11]=1)[CH:8]=[C:7]([C:40]1[C:48]3[C:43](=[CH:44][CH:45]=[C:46]([C:49]#[N:50])[CH:47]=3)[N:42]([CH:51]3[CH2:56][CH2:55][CH2:54][CH2:53][O:52]3)[N:41]=1)[CH:6]=[CH:5]2, predict the reactants needed to synthesize it. The reactants are: [Cl:1][C:2]1[CH:11]=[CH:10][C:9]2[C:4](=[CH:5][CH:6]=[C:7](Br)[CH:8]=2)[CH:3]=1.B1(B2OC(C)(C)C(C)(C)O2)OC(C)(C)C(C)(C)O1.ClCCl.C([O-])(=O)C.[K+].Br[C:40]1[C:48]2[C:43](=[CH:44][CH:45]=[C:46]([C:49]#[N:50])[CH:47]=2)[N:42]([CH:51]2[CH2:56][CH2:55][CH2:54][CH2:53][O:52]2)[N:41]=1.P([O-])([O-])([O-])=O.[K+].[K+].[K+]. (4) Given the product [SH:27][CH2:28][C:23]([CH2:6][SH:7])([SH:24])[CH2:22][S:21][CH2:20][CH2:19][S:18][CH2:17][CH2:12][S:13][CH2:14][CH2:15][SH:16], predict the reactants needed to synthesize it. The reactants are: [S-2].[Na+].[Na+].Cl.N[C:6](N)=[S:7].N.SC[CH:12]([CH2:17][S:18][CH2:19][CH:20](CS)[S:21][CH2:22][CH2:23][SH:24])[S:13][CH2:14][CH2:15][SH:16].[SH:27][CH2:28]C(CSC(CS)CSCCS)SCCS.SCC(SC(CS)CSCCS)CSCCS. (5) Given the product [S:1]1[C:5]2[CH:6]=[CH:7][CH:8]=[CH:9][C:4]=2[N:3]=[C:2]1[C:10]1[C:11](=[O:12])[O:13][C:14]2[C:20]([CH:21]=1)=[CH:19][CH:18]=[C:17]([F:16])[CH:15]=2, predict the reactants needed to synthesize it. The reactants are: [S:1]1[C:5]2[CH:6]=[CH:7][CH:8]=[CH:9][C:4]=2[N:3]=[C:2]1[CH2:10][C:11]([O:13][CH2:14][CH3:15])=[O:12].[F:16][C:17]1C=C[C:20]([CH:21]=O)=[C:19](O)[CH:18]=1.N1CCCCC1. (6) Given the product [C:15]([C:3]1[C:4]([O:13][CH3:14])=[N:5][N:6]([C:7]2[CH:12]=[CH:11][CH:10]=[CH:9][CH:8]=2)[C:2]=1[NH:1][C:22]([NH:57][C@H:49]1[C@H:48]([C:43]2[CH:44]=[CH:45][C:46]([F:47])=[C:41]([F:40])[CH:42]=2)[CH2:52][N:51]([CH2:53][CH2:54][O:55][CH3:56])[CH2:50]1)=[O:23])#[N:16], predict the reactants needed to synthesize it. The reactants are: [NH2:1][C:2]1[N:6]([C:7]2[CH:12]=[CH:11][CH:10]=[CH:9][CH:8]=2)[N:5]=[C:4]([O:13][CH3:14])[C:3]=1[C:15]#[N:16].C1N=CN([C:22](N2C=NC=C2)=[O:23])C=1.CCN(C(C)C)C(C)C.Cl.Cl.[F:40][C:41]1[CH:42]=[C:43]([C@@H:48]2[CH2:52][N:51]([CH2:53][CH2:54][O:55][CH3:56])[CH2:50][C@H:49]2[NH2:57])[CH:44]=[CH:45][C:46]=1[F:47]. (7) Given the product [CH3:24][C:18]1([CH2:17][O:16][C:3]2[C:2]([CH:25]=[CH2:26])=[CH:7][N:6]3[C:8]([NH:11][S:12]([CH3:15])(=[O:14])=[O:13])=[N:9][N:10]=[C:5]3[CH:4]=2)[CH2:23][CH2:22][CH2:21][CH2:20][CH2:19]1, predict the reactants needed to synthesize it. The reactants are: Br[C:2]1[C:3]([O:16][CH2:17][C:18]2([CH3:24])[CH2:23][CH2:22][CH2:21][CH2:20][CH2:19]2)=[CH:4][C:5]2[N:6]([C:8]([NH:11][S:12]([CH3:15])(=[O:14])=[O:13])=[N:9][N:10]=2)[CH:7]=1.[CH2:25]([Sn](CCCC)(CCCC)C=C)[CH2:26]CC.